From a dataset of NCI-60 drug combinations with 297,098 pairs across 59 cell lines. Regression. Given two drug SMILES strings and cell line genomic features, predict the synergy score measuring deviation from expected non-interaction effect. (1) Drug 1: C1CN1P(=S)(N2CC2)N3CC3. Drug 2: CCCCCOC(=O)NC1=NC(=O)N(C=C1F)C2C(C(C(O2)C)O)O. Cell line: DU-145. Synergy scores: CSS=22.4, Synergy_ZIP=2.01, Synergy_Bliss=6.15, Synergy_Loewe=-15.8, Synergy_HSA=0.474. (2) Drug 1: CC=C1C(=O)NC(C(=O)OC2CC(=O)NC(C(=O)NC(CSSCCC=C2)C(=O)N1)C(C)C)C(C)C. Drug 2: CC12CCC3C(C1CCC2O)C(CC4=C3C=CC(=C4)O)CCCCCCCCCS(=O)CCCC(C(F)(F)F)(F)F. Cell line: HOP-92. Synergy scores: CSS=30.5, Synergy_ZIP=-6.35, Synergy_Bliss=-1.52, Synergy_Loewe=-47.2, Synergy_HSA=0.959.